From a dataset of NCI-60 drug combinations with 297,098 pairs across 59 cell lines. Regression. Given two drug SMILES strings and cell line genomic features, predict the synergy score measuring deviation from expected non-interaction effect. Drug 2: CC1=C(N=C(N=C1N)C(CC(=O)N)NCC(C(=O)N)N)C(=O)NC(C(C2=CN=CN2)OC3C(C(C(C(O3)CO)O)O)OC4C(C(C(C(O4)CO)O)OC(=O)N)O)C(=O)NC(C)C(C(C)C(=O)NC(C(C)O)C(=O)NCCC5=NC(=CS5)C6=NC(=CS6)C(=O)NCCC[S+](C)C)O. Drug 1: CC1=C(C=C(C=C1)C(=O)NC2=CC(=CC(=C2)C(F)(F)F)N3C=C(N=C3)C)NC4=NC=CC(=N4)C5=CN=CC=C5. Cell line: NCIH23. Synergy scores: CSS=47.5, Synergy_ZIP=2.43, Synergy_Bliss=2.45, Synergy_Loewe=-16.3, Synergy_HSA=-0.222.